This data is from Forward reaction prediction with 1.9M reactions from USPTO patents (1976-2016). The task is: Predict the product of the given reaction. (1) Given the reactants [Cl:1][C:2]1[CH:7]=[C:6]([NH:8]/[C:9](/SC)=[N:10]/[C:11]#[N:12])[CH:5]=[CH:4][N:3]=1.[NH2:15][NH2:16], predict the reaction product. The product is: [Cl:1][C:2]1[CH:7]=[C:6]([NH:8][C:9]2[N:10]=[C:11]([NH2:12])[NH:16][N:15]=2)[CH:5]=[CH:4][N:3]=1. (2) Given the reactants [Cl-].C[Al+]C.[NH2:5][C:6]1[CH:11]=[CH:10][C:9]([CH3:12])=[CH:8][N:7]=1.C([O:15][C:16]([C:18]1[CH:19]=[C:20]([O:27][C:28]2[CH:33]=[CH:32][C:31]([S:34]([CH3:37])(=[O:36])=[O:35])=[CH:30][CH:29]=2)[C:21]2[CH:25]=[CH:24][S:23][C:22]=2[CH:26]=1)=O)C, predict the reaction product. The product is: [CH3:12][C:9]1[CH:10]=[CH:11][C:6]([NH:5][C:16]([C:18]2[CH:19]=[C:20]([O:27][C:28]3[CH:29]=[CH:30][C:31]([S:34]([CH3:37])(=[O:36])=[O:35])=[CH:32][CH:33]=3)[C:21]3[CH:25]=[CH:24][S:23][C:22]=3[CH:26]=2)=[O:15])=[N:7][CH:8]=1. (3) Given the reactants [CH:1]([P:4]([CH2:9][CH2:10][N:11](CC1C=CC(OC)=CC=1)[C:12](=[O:18])[O:13][C:14]([CH3:17])([CH3:16])[CH3:15])([CH:6]([CH3:8])[CH3:7])=[O:5])([CH3:3])[CH3:2].O=[N+]([O-])[O-].[O-][N+](=O)[O-].[O-][N+](=O)[O-].[O-][N+](=O)[O-].[O-][N+](=O)[O-].[O-][N+](=O)[O-].[Ce+4].[NH4+].[NH4+], predict the reaction product. The product is: [CH:1]([P:4]([CH2:9][CH2:10][NH:11][C:12](=[O:18])[O:13][C:14]([CH3:17])([CH3:15])[CH3:16])([CH:6]([CH3:7])[CH3:8])=[O:5])([CH3:3])[CH3:2]. (4) Given the reactants [F:1][C:2]([F:7])([F:6])[C:3]([OH:5])=[O:4].[Cl:8][C:9]1[C:10]([NH:31][C@@H:32]2[C@@H:37]3[CH2:38][C@@H:34]([CH:35]=[CH:36]3)[C@@H:33]2[C:39]([NH2:41])=[O:40])=[C:11]2[N:17]=[C:16]([C:18]3[CH:23]=[CH:22][C:21](CN4CCOCC4)=[CH:20][CH:19]=3)[NH:15][C:12]2=[N:13][CH:14]=1.NC1C(N)=C(N[C@@H]2[C@@H]3C[C@@H](C=C3)[C@@H]2C(N)=O)C(Cl)=CN=1.[CH3:62][N:63]1[CH2:68][CH2:67][N:66](C2C=CC(C=O)=CC=2)[CH2:65][CH2:64]1, predict the reaction product. The product is: [F:1][C:2]([F:7])([F:6])[C:3]([OH:5])=[O:4].[Cl:8][C:9]1[C:10]([NH:31][C@@H:32]2[C@@H:37]3[CH2:38][C@@H:34]([CH:35]=[CH:36]3)[C@@H:33]2[C:39]([NH2:41])=[O:40])=[C:11]2[N:17]=[C:16]([C:18]3[CH:19]=[CH:20][C:21]([N:66]4[CH2:67][CH2:68][N:63]([CH3:62])[CH2:64][CH2:65]4)=[CH:22][CH:23]=3)[NH:15][C:12]2=[N:13][CH:14]=1. (5) Given the reactants C(OC([N:8]1[C@H:13]([C:14](=[O:28])[NH:15][C@@H:16]([C:19]23[CH2:23][C:21]([C:24]([F:27])([F:26])[F:25])([CH2:22]2)[CH2:20]3)[CH2:17][OH:18])[CH2:12][C@@H:11]2[C@H:9]1[CH2:10]2)=O)(C)(C)C.[ClH:29], predict the reaction product. The product is: [ClH:29].[OH:18][CH2:17][C@@H:16]([NH:15][C:14]([C@@H:13]1[CH2:12][C@@H:11]2[C@@H:9]([CH2:10]2)[NH:8]1)=[O:28])[C:19]12[CH2:20][C:21]([C:24]([F:27])([F:26])[F:25])([CH2:23]1)[CH2:22]2.